This data is from Full USPTO retrosynthesis dataset with 1.9M reactions from patents (1976-2016). The task is: Predict the reactants needed to synthesize the given product. (1) Given the product [C:15]([CH2:17][C:18]([N:9]([CH3:10])[C:7](=[O:8])[NH:6][CH2:5][C:4]1[CH:11]=[CH:12][CH:13]=[CH:14][C:3]=1[N+:1]#[C-:2])=[O:20])#[N:16], predict the reactants needed to synthesize it. The reactants are: [N+:1]([C:3]1[CH:14]=[CH:13][CH:12]=[CH:11][C:4]=1[CH2:5][NH:6][C:7]([NH:9][CH3:10])=[O:8])#[C-:2].[C:15]([CH2:17][C:18]([OH:20])=O)#[N:16].CN(C)C=O.CS(Cl)(=O)=O. (2) Given the product [NH2:1][C:2]1[CH:7]=[CH:6][C:5]([O:8][C:22]2[CH:23]=[CH:24][C:19]([C:18]#[N:40])=[N:20][CH:21]=2)=[C:4]([CH3:9])[CH:3]=1, predict the reactants needed to synthesize it. The reactants are: [NH2:1][C:2]1[CH:7]=[CH:6][C:5]([OH:8])=[C:4]([CH3:9])[CH:3]=1.ClC1C=C(NC2C3C(O)=CC=CC=3N=CN=2)C=CC=1O[CH2:18][C:19]1[CH:24]=[CH:23][CH:22]=[CH:21][N:20]=1.[H-].[Na+].C[N:40](C=O)C. (3) Given the product [F:12][C:9]1[CH:10]=[C:11]2[C:6](=[CH:7][C:8]=1[F:13])[NH:5][C:4]1[N:14]([C:17]3[CH:22]=[CH:21][CH:20]=[CH:19][N:18]=3)[N:15]=[CH:16][C:3]=1[C:2]2=[O:26], predict the reactants needed to synthesize it. The reactants are: Cl[C:2]1[C:11]2[C:6](=[CH:7][C:8]([F:13])=[C:9]([F:12])[CH:10]=2)[N:5]=[C:4]2[N:14]([C:17]3[CH:22]=[CH:21][CH:20]=[CH:19][N:18]=3)[N:15]=[CH:16][C:3]=12.Cl.C([OH:26])C. (4) Given the product [Br:1][C:2]1[CH:3]=[C:4]([C:5]([N:15]2[C:16]3[CH:21]=[CH:20][CH:19]=[CH:18][C:17]=3[O:12][CH2:13][CH2:14]2)=[O:6])[CH:8]=[CH:9][C:10]=1[OH:11], predict the reactants needed to synthesize it. The reactants are: [Br:1][C:2]1[CH:3]=[C:4]([CH:8]=[CH:9][C:10]=1[OH:11])[C:5](Cl)=[O:6].[O:12]1[C:17]2[CH:18]=[CH:19][CH:20]=[CH:21][C:16]=2[NH:15][CH2:14][CH2:13]1.C(O)C.